Dataset: Full USPTO retrosynthesis dataset with 1.9M reactions from patents (1976-2016). Task: Predict the reactants needed to synthesize the given product. (1) Given the product [C:12]([O:11][C:9]([N:8]([C:16]1[CH:21]=[C:20]([CH2:22][C@@H:23]2[C@@H:26]([C:27](=[O:42])[NH:28][CH2:29][C:30]3[C:35]([O:36][CH3:37])=[CH:34][C:33]([O:38][CH3:39])=[CH:32][C:31]=3[O:40][CH3:41])[NH:25][C:24]2=[O:50])[CH:19]=[CH:18][N:17]=1)[C:6]([O:5][C:1]([CH3:3])([CH3:2])[CH3:4])=[O:7])=[O:10])([CH3:13])([CH3:14])[CH3:15], predict the reactants needed to synthesize it. The reactants are: [C:1]([O:5][C:6]([N:8]([C:16]1[CH:21]=[C:20]([CH2:22][C@@H:23]2[C@@H:26]([C:27](=[O:42])[NH:28][CH2:29][C:30]3[C:35]([O:36][CH3:37])=[CH:34][C:33]([O:38][CH3:39])=[CH:32][C:31]=3[O:40][CH3:41])[N:25]([Si](C(C)(C)C)(C)C)[C:24]2=[O:50])[CH:19]=[CH:18][N:17]=1)[C:9]([O:11][C:12]([CH3:15])([CH3:14])[CH3:13])=[O:10])=[O:7])([CH3:4])([CH3:3])[CH3:2].C(O)(=O)C.[F-].[NH4+]. (2) Given the product [CH:1](/[N:10]([CH2:11][CH:12]([CH3:14])[CH3:13])[CH2:6][CH:7]([CH3:9])[CH3:8])=[CH:2]\[CH2:3][CH3:4], predict the reactants needed to synthesize it. The reactants are: [CH:1](=O)[CH2:2][CH2:3][CH3:4].[CH2:6]([NH:10][CH2:11][CH:12]([CH3:14])[CH3:13])[CH:7]([CH3:9])[CH3:8].O. (3) Given the product [F:1][C:2]([F:35])([F:34])[C:3]1[CH:4]=[C:5]([CH:27]=[C:28]([C:30]([F:33])([F:32])[F:31])[CH:29]=1)[CH2:6][N:7]([CH2:14][C:15]1[CH:16]=[C:17]2[C:24]([CH3:25])=[N:23][N:22]([CH3:26])[C:18]2=[N:19][C:20]=1[NH:51][CH2:50][CH:47]1[CH2:49][CH2:48]1)[C:8]1[N:9]=[N:10][N:11]([CH3:13])[N:12]=1, predict the reactants needed to synthesize it. The reactants are: [F:1][C:2]([F:35])([F:34])[C:3]1[CH:4]=[C:5]([CH:27]=[C:28]([C:30]([F:33])([F:32])[F:31])[CH:29]=1)[CH2:6][N:7]([CH2:14][C:15]1[CH:16]=[C:17]2[C:24]([CH3:25])=[N:23][N:22]([CH3:26])[C:18]2=[N:19][C:20]=1Cl)[C:8]1[N:9]=[N:10][N:11]([CH3:13])[N:12]=1.[O-]CCCC.CC(C)([O-])C.[K+].[CH:47]1([CH2:50][NH2:51])[CH2:49][CH2:48]1. (4) Given the product [OH:1][C@@H:2]1[CH2:3][CH2:4][C@H:5]([N:8]2[CH2:12][CH2:11][C@:10]3([CH2:17][CH2:16][CH2:15][NH:14][CH2:13]3)[CH2:9]2)[CH2:6][CH2:7]1, predict the reactants needed to synthesize it. The reactants are: [OH:1][C@@H:2]1[CH2:7][CH2:6][C@H:5]([N:8]2[CH2:12][CH2:11][C@:10]3([CH2:17][CH2:16][CH2:15][N:14](C(OCC4C=CC=CC=4)=O)[CH2:13]3)[C:9]2=O)[CH2:4][CH2:3]1. (5) Given the product [CH3:18][C:19]1[CH:24]=[C:23]([CH3:25])[N:22]=[C:21]([N:26]2[CH2:27][CH2:28][N:29]([C:8]3[CH:13]=[CH:12][C:11]([N+:14]([O-:16])=[O:15])=[CH:10][C:9]=3[CH3:17])[CH2:30][CH2:31]2)[CH:20]=1, predict the reactants needed to synthesize it. The reactants are: C(=O)([O-])[O-].[Cs+].[Cs+].Cl[C:8]1[CH:13]=[CH:12][C:11]([N+:14]([O-:16])=[O:15])=[CH:10][C:9]=1[CH3:17].[CH3:18][C:19]1[CH:24]=[C:23]([CH3:25])[N:22]=[C:21]([N:26]2[CH2:31][CH2:30][NH:29][CH2:28][CH2:27]2)[CH:20]=1. (6) The reactants are: C(OC1C=C([C:15]2[N:16]=[C:17](Cl)[C:18]3[C:23]([CH:24]=2)=[CH:22][CH:21]=[CH:20][CH:19]=3)C=CC=1)C1C=CC=CC=1.[N+:26]([C:29]1[CH:34]=[CH:33][C:32]([O:35][C:36]2[CH:37]=[C:38]([CH:40]=[CH:41][CH:42]=2)[NH2:39])=[CH:31][CH:30]=1)([O-])=O. Given the product [NH2:26][C:29]1[CH:34]=[CH:33][C:32]([O:35][C:36]2[CH:37]=[C:38]([NH:39][C:17]3[C:18]4[C:23](=[C:22]([C:30]5[CH:29]=[CH:34][CH:33]=[C:32]([OH:35])[CH:31]=5)[CH:21]=[CH:20][CH:19]=4)[CH:24]=[CH:15][N:16]=3)[CH:40]=[CH:41][CH:42]=2)=[CH:31][CH:30]=1, predict the reactants needed to synthesize it.